Dataset: Full USPTO retrosynthesis dataset with 1.9M reactions from patents (1976-2016). Task: Predict the reactants needed to synthesize the given product. The reactants are: [Cl:1][C:2]1[CH:7]=[CH:6][C:5]([S:8]([N:11]2[C:17]3[CH:18]=[CH:19][CH:20]=[C:21]([O:22][CH3:23])[C:16]=3[CH2:15][CH2:14][CH2:13][CH2:12]2)(=[O:10])=[O:9])=[CH:4][C:3]=1[N+:24]([O-])=O.Cl.O.[OH-].[Na+]. Given the product [Cl:1][C:2]1[CH:7]=[CH:6][C:5]([S:8]([N:11]2[C:17]3[CH:18]=[CH:19][CH:20]=[C:21]([O:22][CH3:23])[C:16]=3[CH2:15][CH2:14][CH2:13][CH2:12]2)(=[O:10])=[O:9])=[CH:4][C:3]=1[NH2:24], predict the reactants needed to synthesize it.